Task: Predict the reaction yield, written as a fraction of the theoretical maximum amount of product (1.0 means a 100% yield; for example, 0.34 means a 34% yield).. Dataset: Reaction yield outcomes from USPTO patents with 853,638 reactions (1) The reactants are [N+:1]([C:4]1[CH:5]=[C:6]2[C:11](=[CH:12][CH:13]=1)[NH:10][C:9](=[O:14])[CH2:8][CH2:7]2)([O-])=O.[Cl-].[NH4+]. The catalyst is CO.[Zn]. The product is [NH2:1][C:4]1[CH:5]=[C:6]2[C:11](=[CH:12][CH:13]=1)[NH:10][C:9](=[O:14])[CH2:8][CH2:7]2. The yield is 0.910. (2) The reactants are Br[CH2:2][C:3]1[CH:11]=[CH:10][C:6]2[S:7][CH:8]=[CH:9][C:5]=2[CH:4]=1.[C-]#N.[Na+].[CH3:15][N:16](C)C=O. The catalyst is O. The product is [S:7]1[CH:8]=[CH:9][C:5]2[CH:4]=[C:3]([CH2:2][C:15]#[N:16])[CH:11]=[CH:10][C:6]1=2. The yield is 0.550. (3) The reactants are [OH:1][CH2:2][CH2:3][N:4]1[CH2:9][CH2:8][NH:7][CH2:6][CH2:5]1.Br[C:11]1[N:16]=[C:15]([CH3:17])[N:14]=[C:13]([NH:18][C:19]2[S:20][C:21]([C:24]([O:26][CH3:27])=[O:25])=[CH:22][N:23]=2)[CH:12]=1.CCN(C(C)C)C(C)C. The catalyst is C(O)CCC. The product is [OH:1][CH2:2][CH2:3][N:4]1[CH2:9][CH2:8][N:7]([C:11]2[N:16]=[C:15]([CH3:17])[N:14]=[C:13]([NH:18][C:19]3[S:20][C:21]([C:24]([O:26][CH3:27])=[O:25])=[CH:22][N:23]=3)[CH:12]=2)[CH2:6][CH2:5]1. The yield is 0.838. (4) The reactants are Cl.[F:2][C:3]1([F:13])[CH2:7][NH:6][C@H:5]([CH2:8][CH2:9][C:10]([OH:12])=[O:11])[CH2:4]1.[Br:14][C:15]1[CH:20]=[C:19]([F:21])[CH:18]=[CH:17][C:16]=1[CH:22]1[C:27]([C:28]([O:30][CH2:31][CH3:32])=[O:29])=[C:26]([CH2:33]Br)[NH:25][C:24]([C:35]2[N:36]([CH3:40])[CH:37]=[CH:38][N:39]=2)=[N:23]1.C([O-])([O-])=O.[K+].[K+].C(O)C. The catalyst is CN(C=O)C. The product is [Br:14][C:15]1[CH:20]=[C:19]([F:21])[CH:18]=[CH:17][C:16]=1[CH:22]1[N:23]=[C:24]([C:35]2[N:36]([CH3:40])[CH:37]=[CH:38][N:39]=2)[NH:25][C:26]([CH2:33][N:6]2[CH2:7][C:3]([F:2])([F:13])[CH2:4][C@H:5]2[CH2:8][CH2:9][C:10]([OH:12])=[O:11])=[C:27]1[C:28]([O:30][CH2:31][CH3:32])=[O:29]. The yield is 0.560. (5) The reactants are Cl.[C:2]1([C@@H:14]2[CH2:18][CH2:17][C@@H:16]([NH2:19])[CH2:15]2)[N:6]2[C:7]3[CH:13]=[CH:12][NH:11][C:8]=3[N:9]=[CH:10][C:5]2=[N:4][N:3]=1.[N:20]1([C:25](Cl)=[O:26])[CH2:24][CH2:23][CH2:22][CH2:21]1. The catalyst is C1COCC1. The product is [C:2]1([C@@H:14]2[CH2:18][CH2:17][C@@H:16]([NH:19][C:25]([N:20]3[CH2:24][CH2:23][CH2:22][CH2:21]3)=[O:26])[CH2:15]2)[N:6]2[C:7]3[CH:13]=[CH:12][NH:11][C:8]=3[N:9]=[CH:10][C:5]2=[N:4][N:3]=1. The yield is 0.0800.